From a dataset of Forward reaction prediction with 1.9M reactions from USPTO patents (1976-2016). Predict the product of the given reaction. (1) The product is: [C:4]([O:3][C:1](=[O:2])[NH:8][CH3:9])([CH3:7])([CH3:6])[CH3:5]. Given the reactants [C:1]([N:8](C)[C@H:9](C(O)=O)C)([O:3][C:4]([CH3:7])([CH3:6])[CH3:5])=[O:2], predict the reaction product. (2) Given the reactants [N:1]1[CH:6]=[CH:5][C:4]([CH2:7][O:8][C:9]2[C:10]([N:15]3[CH2:20][CH2:19][NH:18][CH2:17][CH2:16]3)=[N:11][CH:12]=[CH:13][N:14]=2)=[CH:3][CH:2]=1.C(Cl)Cl.C(N(CC)CC)C.[N:31]([C:34]1[CH:39]=[C:38]([C:40]([F:43])([F:42])[F:41])[CH:37]=[C:36]([C:44]([F:47])([F:46])[F:45])[CH:35]=1)=[C:32]=[O:33], predict the reaction product. The product is: [F:41][C:40]([F:42])([F:43])[C:38]1[CH:39]=[C:34]([NH:31][C:32]([N:18]2[CH2:19][CH2:20][N:15]([C:10]3[C:9]([O:8][CH2:7][C:4]4[CH:5]=[CH:6][N:1]=[CH:2][CH:3]=4)=[N:14][CH:13]=[CH:12][N:11]=3)[CH2:16][CH2:17]2)=[O:33])[CH:35]=[C:36]([C:44]([F:47])([F:45])[F:46])[CH:37]=1. (3) The product is: [N:26]1([CH2:25][CH2:24][CH2:23][CH2:22][N:9]2[CH:8]([C:3]3[C:2]([CH3:1])=[CH:7][CH:6]=[CH:5][N:4]=3)[CH2:13][CH2:12][CH2:11][CH:10]2[C:14]2[C:19]([CH3:20])=[CH:18][CH:17]=[CH:16][N:15]=2)[CH:30]=[CH:29][N:28]=[CH:27]1. Given the reactants [CH3:1][C:2]1[C:3]([CH:8]2[CH2:13][CH2:12][CH2:11][CH:10]([C:14]3[C:19]([CH3:20])=[CH:18][CH:17]=[CH:16][N:15]=3)[NH:9]2)=[N:4][CH:5]=[CH:6][CH:7]=1.Br[CH2:22][CH2:23][CH2:24][CH2:25][N:26]1[CH:30]=[CH:29][N:28]=[CH:27]1.CCN(C(C)C)C(C)C, predict the reaction product. (4) Given the reactants [CH3:1][O:2][C:3]1[C:8]([F:9])=[CH:7][C:6](Br)=[CH:5][C:4]=1[F:11].[N:12]1([C:18]([O:20][C:21]([CH3:24])([CH3:23])[CH3:22])=[O:19])[CH2:17][CH2:16][NH:15][CH2:14][CH2:13]1.C1(C2C=CC=CC=2)C=CC=CC=1P(C(C)(C)C)C(C)(C)C.CC(C)([O-])C.[Na+], predict the reaction product. The product is: [F:11][C:4]1[CH:5]=[C:6]([N:15]2[CH2:14][CH2:13][N:12]([C:18]([O:20][C:21]([CH3:24])([CH3:23])[CH3:22])=[O:19])[CH2:17][CH2:16]2)[CH:7]=[C:8]([F:9])[C:3]=1[O:2][CH3:1]. (5) Given the reactants O.[C:2]1([S:8]([OH:11])(=[O:10])=[O:9])[CH:7]=[CH:6][CH:5]=[CH:4][CH:3]=1.[C:12]([C@H:15]1[O:20][CH2:19][C@H:18]([NH:21][C:22]([C@@H:24]2[NH:38][C:37]3([CH2:43][CH2:42][C:41]([CH3:45])([CH3:44])[CH2:40][CH2:39]3)[C@:26]3([C:34]4[C:29](=[CH:30][C:31]([Cl:35])=[CH:32][CH:33]=4)[NH:28][C:27]3=[O:36])[C@H:25]2[C:46]2[CH:51]=[CH:50][N:49]=[C:48]([Cl:52])[C:47]=2[F:53])=[O:23])[CH2:17][CH2:16]1)(=[O:14])[NH2:13], predict the reaction product. The product is: [OH2:9].[C:2]1([S:8]([OH:11])(=[O:10])=[O:9])[CH:7]=[CH:6][CH:5]=[CH:4][CH:3]=1.[C:12]([C@H:15]1[O:20][CH2:19][C@H:18]([NH:21][C:22]([C@@H:24]2[NH:38][C:37]3([CH2:39][CH2:40][C:41]([CH3:45])([CH3:44])[CH2:42][CH2:43]3)[C@:26]3([C:34]4[C:29](=[CH:30][C:31]([Cl:35])=[CH:32][CH:33]=4)[NH:28][C:27]3=[O:36])[C@H:25]2[C:46]2[CH:51]=[CH:50][N:49]=[C:48]([Cl:52])[C:47]=2[F:53])=[O:23])[CH2:17][CH2:16]1)(=[O:14])[NH2:13]. (6) Given the reactants [Cl:1][C:2]1[CH:7]=[CH:6][C:5]([CH:8]2[C:12]3[N:13]([CH:22]([CH3:24])[CH3:23])[C:14]([CH:16]4[CH2:21][CH2:20][O:19][CH2:18][CH2:17]4)=[N:15][C:11]=3[C:10](=[O:25])[N:9]2[C:26]2[CH:27]=[C:28]([O:36][CH3:37])[C:29]3[N:33]=[N:32][N:31]([CH3:34])[C:30]=3[CH:35]=2)=[CH:4][CH:3]=1, predict the reaction product. The product is: [Cl:1][C:2]1[CH:7]=[CH:6][C:5]([C@H:8]2[C:12]3[N:13]([CH:22]([CH3:23])[CH3:24])[C:14]([CH:16]4[CH2:17][CH2:18][O:19][CH2:20][CH2:21]4)=[N:15][C:11]=3[C:10](=[O:25])[N:9]2[C:26]2[CH:27]=[C:28]([O:36][CH3:37])[C:29]3[N:33]=[N:32][N:31]([CH3:34])[C:30]=3[CH:35]=2)=[CH:4][CH:3]=1. (7) Given the reactants [Cl:1][C:2]1[C:10]2[C:5](=[CH:6][CH:7]=[C:8]([NH:11][C:12]([C:14]3[C:15]([C:20]4[CH:25]=[CH:24][C:23]([C:26]([F:29])([F:28])[F:27])=[CH:22][CH:21]=4)=[CH:16][CH:17]=[CH:18][CH:19]=3)=[O:13])[CH:9]=2)[N:4]([CH3:30])[C:3]=1[CH:31]=[O:32].Cl.[CH2:34]([NH:36][C:37](=[O:46])[C@H:38]([C:40]1[CH:45]=[CH:44][CH:43]=[CH:42][CH:41]=1)[NH2:39])[CH3:35].[BH-](OC(C)=O)(OC(C)=O)OC(C)=O.[Na+].C([O-])(O)=O.[Na+], predict the reaction product. The product is: [CH2:34]([NH:36][C:37](=[O:46])[CH:38]([NH:39][C:31]([C:3]1[N:4]([CH3:30])[C:5]2[C:10]([C:2]=1[Cl:1])=[CH:9][C:8]([NH:11][C:12]([C:14]1[C:15]([C:20]3[CH:25]=[CH:24][C:23]([C:26]([F:28])([F:27])[F:29])=[CH:22][CH:21]=3)=[CH:16][CH:17]=[CH:18][CH:19]=1)=[O:13])=[CH:7][CH:6]=2)=[O:32])[C:40]1[CH:45]=[CH:44][CH:43]=[CH:42][CH:41]=1)[CH3:35].